The task is: Predict the reactants needed to synthesize the given product.. This data is from Full USPTO retrosynthesis dataset with 1.9M reactions from patents (1976-2016). (1) Given the product [CH3:34][O:33][C:24]1[CH:25]=[CH:26][C:27]([C:29]([F:32])([F:31])[F:30])=[CH:28][C:23]=1[NH:20][C:21]([NH:19][C:15]1[CH:16]=[CH:17][CH:18]=[C:13]([CH2:12][N:8]2[CH:9]=[CH:10][N:11]=[C:7]2[C:4]2[CH:5]=[CH:6][N:1]=[CH:2][CH:3]=2)[CH:14]=1)=[O:22], predict the reactants needed to synthesize it. The reactants are: [N:1]1[CH:6]=[CH:5][C:4]([C:7]2[N:8]([CH2:12][C:13]3[CH:14]=[C:15]([NH2:19])[CH:16]=[CH:17][CH:18]=3)[CH:9]=[CH:10][N:11]=2)=[CH:3][CH:2]=1.[N:20]([C:23]1[CH:28]=[C:27]([C:29]([F:32])([F:31])[F:30])[CH:26]=[CH:25][C:24]=1[O:33][CH3:34])=[C:21]=[O:22]. (2) Given the product [CH3:51][C:46]1([CH3:52])[C:47]([CH3:50])([CH3:49])[O:48][B:44]([C:2]2[CH:3]=[C:4]([CH:8]([C:10]3[C:15](=[O:16])[CH:14]=[CH:13][NH:12][N:11]=3)[CH3:9])[CH:5]=[CH:6][CH:7]=2)[O:45]1, predict the reactants needed to synthesize it. The reactants are: Cl[C:2]1[CH:3]=[C:4]([CH:8]([C:10]2[C:15](=[O:16])[CH:14]=[CH:13][N:12](C3C=NN(CC)C=3)[N:11]=2)[CH3:9])[CH:5]=[CH:6][CH:7]=1.CN1C=C(N2C=CC(=O)C(CC3C=CC=C([B:44]4[O:48][C:47]([CH3:50])([CH3:49])[C:46]([CH3:52])([CH3:51])[O:45]4)C=3)=N2)C=N1. (3) Given the product [CH:9]12[NH:8][CH:13]([CH2:14][CH2:15]1)[CH2:12][CH:11]([NH:16][C:22](=[O:23])[O:21][C:17]([CH3:20])([CH3:19])[CH3:18])[CH2:10]2, predict the reactants needed to synthesize it. The reactants are: C([N:8]1[CH:13]2[CH2:14][CH2:15][CH:9]1[CH2:10][CH:11]([NH2:16])[CH2:12]2)C1C=CC=CC=1.[C:17]([O:21][C:22](O[C:22]([O:21][C:17]([CH3:20])([CH3:19])[CH3:18])=[O:23])=[O:23])([CH3:20])([CH3:19])[CH3:18].ClCCl.CCN(C(C)C)C(C)C.